From a dataset of Drug-target binding data from BindingDB using Kd measurements. Regression. Given a target protein amino acid sequence and a drug SMILES string, predict the binding affinity score between them. We predict pKd (pKd = -log10(Kd in M); higher means stronger binding). Dataset: bindingdb_kd. The small molecule is CC[C@H](C)[C@H](NC(=O)[C@H](Cc1ccccc1)NC(=O)[C@H](Cc1ccc(O)cc1)NC(=O)[C@H](CC(N)=O)NC(=O)[C@@H](N)CCSC)C(=O)O. The target protein (P45040) has sequence MAIYADNSYSIGNTPLVRLKHFGHNGNVVVKIEGRNPSYSVKCRIGANMVWQAEKDGTLTKGKEIVDATSGNTGIALAYVAAARGYKITLTMPETMSLERKRLLCGLGVNLVLTEGAKGMKGAIAKAEEIVASDPSRYVMLKQFENPANPQIHRETTGPEIWKDTDGKVDVVVAGVGTGGSITGISRAIKLDFGKQITSVAVEPVESPVISQTLAGEEVKPGPHKIQGIGAGFIPKNLDLSIIDRVETVDSDTALATARRLMAEEGILAGISSGAAVAAADRLAKLPEFADKLIVVILPSASERYLSTALFEGIEG. The pKd is 3.7.